This data is from Full USPTO retrosynthesis dataset with 1.9M reactions from patents (1976-2016). The task is: Predict the reactants needed to synthesize the given product. (1) Given the product [CH:26]1([C:29]2[C:37]3[C:32](=[CH:33][CH:34]=[CH:35][CH:36]=3)[N:31]([C:2]3[CH:7]=[CH:6][C:5]([CH2:8][C:9]([NH:11][C@@H:12]([C:14]4[CH:19]=[CH:18][C:17]([NH:20][CH2:21][C:22]([F:25])([F:24])[F:23])=[CH:16][N:15]=4)[CH3:13])=[O:10])=[CH:4][CH:3]=3)[N:30]=2)[CH2:28][CH2:27]1, predict the reactants needed to synthesize it. The reactants are: I[C:2]1[CH:7]=[CH:6][C:5]([CH2:8][C:9]([NH:11][C@@H:12]([C:14]2[CH:19]=[CH:18][C:17]([NH:20][CH2:21][C:22]([F:25])([F:24])[F:23])=[CH:16][N:15]=2)[CH3:13])=[O:10])=[CH:4][CH:3]=1.[CH:26]1([C:29]2[C:37]3[C:32](=[CH:33][CH:34]=[CH:35][CH:36]=3)[NH:31][N:30]=2)[CH2:28][CH2:27]1.C(=O)([O-])[O-].[Cs+].[Cs+].C(=NO)C1C(=CC=CC=1)O. (2) Given the product [OH:16][CH2:15][C@H:5]1[CH2:6][N:7]([C:8]([O:10][C:11]([CH3:14])([CH3:13])[CH3:12])=[O:9])[C@@H:2]([CH3:1])[CH2:3][CH2:4]1, predict the reactants needed to synthesize it. The reactants are: [CH3:1][C@@H:2]1[N:7]([C:8]([O:10][C:11]([CH3:14])([CH3:13])[CH3:12])=[O:9])[CH2:6][C@H:5]([C:15](OC)=[O:16])[CH2:4][CH2:3]1.CC(C[AlH]CC(C)C)C. (3) Given the product [C:1]([O:5][C:6]([N:8]1[CH2:13][CH2:12][C@H:11]([O:14][C:15]2[CH:20]=[CH:19][CH:18]=[C:17]([NH2:36])[CH:16]=2)[CH2:10][C@@H:9]1[CH3:22])=[O:7])([CH3:4])([CH3:3])[CH3:2], predict the reactants needed to synthesize it. The reactants are: [C:1]([O:5][C:6]([N:8]1[CH2:13][CH2:12][C@H:11]([O:14][C:15]2[CH:20]=[CH:19][CH:18]=[C:17](Br)[CH:16]=2)[CH2:10][C@@H:9]1[CH3:22])=[O:7])([CH3:4])([CH3:3])[CH3:2].C(=[NH:36])(C1C=CC=CC=1)C1C=CC=CC=1.CC(C)([O-])C.[Na+].C([O-])(=O)C.[Na+].Cl.NO. (4) The reactants are: [CH3:1][C:2]1[NH:3][C:4](=O)[C:5]2[C:10]3[CH2:11][CH2:12][CH2:13][CH2:14][C:9]=3[S:8][C:6]=2[N:7]=1.O=P(Cl)(Cl)[Cl:18].C(Cl)(Cl)Cl. Given the product [Cl:18][C:4]1[C:5]2[C:10]3[CH2:11][CH2:12][CH2:13][CH2:14][C:9]=3[S:8][C:6]=2[N:7]=[C:2]([CH3:1])[N:3]=1, predict the reactants needed to synthesize it. (5) Given the product [NH2:12][C:8]1[CH:7]=[C:6]([S:3]([N:2]([CH3:15])[CH3:1])(=[O:5])=[O:4])[CH:11]=[CH:10][CH:9]=1, predict the reactants needed to synthesize it. The reactants are: [CH3:1][N:2]([CH3:15])[S:3]([C:6]1[CH:11]=[CH:10][CH:9]=[C:8]([N+:12]([O-])=O)[CH:7]=1)(=[O:5])=[O:4].Cl[Sn]Cl. (6) The reactants are: [F:1][C:2]1[CH:30]=[CH:29][CH:28]=[C:27]([F:31])[C:3]=1[CH2:4][O:5][C:6]1[CH:7]=[CH:8][C:9]([CH3:26])=[C:10]([N:12]2[CH2:21][C:20]3[C:15](=[CH:16][C:17]([C:22](O)=[O:23])=[CH:18][CH:19]=3)[NH:14][C:13]2=[O:25])[CH:11]=1.C(Cl)(=O)C(Cl)=O.[NH2:38][CH2:39][CH2:40][OH:41].C(N(CC)CC)C. Given the product [F:1][C:2]1[CH:30]=[CH:29][CH:28]=[C:27]([F:31])[C:3]=1[CH2:4][O:5][C:6]1[CH:7]=[CH:8][C:9]([CH3:26])=[C:10]([N:12]2[CH2:21][C:20]3[C:15](=[CH:16][C:17]([C:22]([NH:38][CH2:39][CH2:40][OH:41])=[O:23])=[CH:18][CH:19]=3)[NH:14][C:13]2=[O:25])[CH:11]=1, predict the reactants needed to synthesize it. (7) Given the product [S:1]1[C:5]2[CH:6]=[CH:7][CH:8]=[CH:9][C:4]=2[N:3]=[C:2]1[C:10]1[C:14]([NH:15][C:21]([CH:16]2[CH2:20][CH2:19][CH2:18][CH2:17]2)=[O:22])=[CH:13][NH:12][N:11]=1, predict the reactants needed to synthesize it. The reactants are: [S:1]1[C:5]2[CH:6]=[CH:7][CH:8]=[CH:9][C:4]=2[N:3]=[C:2]1[C:10]1[C:14]([NH2:15])=[CH:13][NH:12][N:11]=1.[CH:16]1([C:21](Cl)=[O:22])[CH2:20][CH2:19][CH2:18][CH2:17]1.N1C2C=CC=CC=2N=C1C1C(NC(=O)C(C)C)=CNN=1.